From a dataset of Catalyst prediction with 721,799 reactions and 888 catalyst types from USPTO. Predict which catalyst facilitates the given reaction. (1) Reactant: C([C:8]([NH2:12])([OH:11])[CH2:9][CH3:10])(OC(C)(C)C)=O.[CH3:13][C:14]([NH:16][C:17]1[CH:18]=[CH:19][C:20]([CH2:23][C:24]([OH:26])=[O:25])=[CH:21][CH:22]=1)=[O:15].[ClH:27].C(OCC)(=O)C.C(OCC)C. Product: [NH2:12][CH:8]([OH:11])[CH2:9][CH3:10].[CH3:13][C:14]([NH:16][C:17]1[CH:22]=[CH:21][C:20]([CH2:23][C:24]([OH:26])=[O:25])=[CH:19][CH:18]=1)=[O:15].[ClH:27]. The catalyst class is: 4. (2) Reactant: C(O)=O.[NH2:4][CH2:5][CH2:6][C:7]1[CH:39]=[CH:38][C:10]([NH:11][CH:12]2[CH2:17][CH2:16][N:15]([C:18]([NH:20][CH2:21][C:22]3[CH:27]=[CH:26][C:25]([NH:28][C:29]([NH:31][CH2:32][CH2:33][CH2:34][CH2:35][CH2:36][CH3:37])=[O:30])=[CH:24][CH:23]=3)=[O:19])[CH2:14][CH2:13]2)=[CH:9][CH:8]=1.C([Si]([O:57][C:58]1[CH:63]=[CH:62][C:61]([O:64][CH2:65][CH:66]2[CH2:68][O:67]2)=[CH:60][CH:59]=1)(C1C=CC=CC=1)C1C=CC=CC=1)(C)(C)C. Product: [CH2:32]([NH:31][C:29](=[O:30])[NH:28][C:25]1[CH:26]=[CH:27][C:22]([CH2:21][NH:20][C:18]([N:15]2[CH2:16][CH2:17][CH:12]([NH:11][C:10]3[CH:9]=[CH:8][C:7]([CH2:6][CH2:5][NH:4][CH2:68][C@H:66]([OH:67])[CH2:65][O:64][C:61]4[CH:62]=[CH:63][C:58]([OH:57])=[CH:59][CH:60]=4)=[CH:39][CH:38]=3)[CH2:13][CH2:14]2)=[O:19])=[CH:23][CH:24]=1)[CH2:33][CH2:34][CH2:35][CH2:36][CH3:37]. The catalyst class is: 147. (3) Reactant: [CH3:1][O:2][C:3]1[CH:4]=[C:5]([CH:13]=[C:14]([N:19]=[N+]=[N-])[C:15]([O:17][CH3:18])=[O:16])[CH:6]=[C:7]([O:11][CH3:12])[C:8]=1[O:9][CH3:10]. Product: [CH3:1][O:2][C:3]1[CH:4]=[C:5]2[C:6](=[C:7]([O:11][CH3:12])[C:8]=1[O:9][CH3:10])[NH:19][C:14]([C:15]([O:17][CH3:18])=[O:16])=[CH:13]2. The catalyst class is: 113. (4) Reactant: [OH-].[Na+].[CH3:3][N:4]1[C:8]([CH3:9])=[C:7]([C:10]([O:12]CC)=[O:11])[C:6]([C:15]2[CH:20]=[CH:19][CH:18]=[CH:17][CH:16]=2)=[C:5]1[C:21]([O:23]CC)=[O:22]. Product: [CH3:3][N:4]1[C:8]([CH3:9])=[C:7]([C:10]([OH:12])=[O:11])[C:6]([C:15]2[CH:16]=[CH:17][CH:18]=[CH:19][CH:20]=2)=[C:5]1[C:21]([OH:23])=[O:22]. The catalyst class is: 97.